From a dataset of Full USPTO retrosynthesis dataset with 1.9M reactions from patents (1976-2016). Predict the reactants needed to synthesize the given product. (1) Given the product [CH3:12][O:13][C:14]1[CH:15]=[C:16]2[C:25](=[CH:26][CH:27]=1)[C:24](=[O:28])[C:18]1([CH2:23][CH2:22][N:21]([CH:6]3[CH2:5][CH2:4][NH:3][C:2]3=[O:1])[CH2:20][CH2:19]1)[CH2:17]2, predict the reactants needed to synthesize it. The reactants are: [O:1]=[C:2]1[C@@H:6](OS(C)(=O)=O)[CH2:5][CH2:4][NH:3]1.[CH3:12][O:13][C:14]1[CH:15]=[C:16]2[C:25](=[CH:26][CH:27]=1)[C:24](=[O:28])[C:18]1([CH2:23][CH2:22][NH:21][CH2:20][CH2:19]1)[CH2:17]2.CCN(C(C)C)C(C)C. (2) Given the product [NH2:1][C:4]1[CH:23]=[CH:22][C:7]2[CH2:8][O:9][C:10]3([O:20][CH2:21][C:6]=2[CH:5]=1)[C:18]1[C:13](=[N:14][CH:15]=[CH:16][CH:17]=1)[NH:12][C:11]3=[O:19], predict the reactants needed to synthesize it. The reactants are: [N+:1]([C:4]1[CH:23]=[CH:22][C:7]2[CH2:8][O:9][C:10]3([O:20][CH2:21][C:6]=2[CH:5]=1)[C:18]1[C:13](=[N:14][CH:15]=[CH:16][CH:17]=1)[NH:12][C:11]3=[O:19])([O-])=O. (3) Given the product [CH3:1][C:2]1[CH:3]=[CH:4][N:5]2[C:10]=1[C:9](=[O:11])[N:8]([C:12]1[CH:17]=[CH:16][CH:15]=[CH:14][CH:13]=1)[C:7]([C@@H:18]([NH:20][C:21]1[C:22]3[C:29]([C:30]4[CH:38]=[C:37]([NH:39][S:40]([CH3:43])(=[O:42])=[O:41])[CH:36]=[C:35]5[C:31]=4[CH:32]=[CH:33][NH:34]5)=[CH:28][NH:27][C:23]=3[N:24]=[CH:25][N:26]=1)[CH3:19])=[N:6]2, predict the reactants needed to synthesize it. The reactants are: [CH3:1][C:2]1[CH:3]=[CH:4][N:5]2[C:10]=1[C:9](=[O:11])[N:8]([C:12]1[CH:17]=[CH:16][CH:15]=[CH:14][CH:13]=1)[C:7]([C@@H:18]([NH:20][C:21]1[C:22]3[C:29]([C:30]4[CH:38]=[C:37]([NH:39][S:40]([CH3:43])(=[O:42])=[O:41])[CH:36]=[C:35]5[C:31]=4[CH:32]=[CH:33][NH:34]5)=[CH:28][N:27](COCC[Si](C)(C)C)[C:23]=3[N:24]=[CH:25][N:26]=1)[CH3:19])=[N:6]2.FC(F)(F)C(O)=O.N.